From a dataset of Kinase inhibitor binding affinity data with 442 proteins and 68 drugs (Kd values). Regression. Given a target protein amino acid sequence and a drug SMILES string, predict the binding affinity score between them. We predict pKd (pKd = -log10(Kd in M); higher means stronger binding). Dataset: davis. The drug is COc1cc(Nc2ncc(F)c(Nc3ccc4c(n3)NC(=O)C(C)(C)O4)n2)cc(OC)c1OC.O=S(=O)(O)c1ccccc1. The target protein is PFCDPK1(Pfalciparum). The pKd is 5.0.